Dataset: Forward reaction prediction with 1.9M reactions from USPTO patents (1976-2016). Task: Predict the product of the given reaction. (1) Given the reactants [F:1][CH:2]([F:43])[C:3]1[CH:8]=[CH:7][N:6]=[C:5]([NH:9][C:10]2[N:15]=[C:14]([C:16]3[CH:17]=[N:18][C:19]([C@@:22]([C@H:25]4[CH2:30][CH2:29][C@H:28]([C:31]([O:33][CH2:34][C@@H:35]5[CH2:39][O:38]C(C)(C)[O:36]5)=[O:32])[CH2:27][CH2:26]4)([OH:24])[CH3:23])=[CH:20][CH:21]=3)[CH:13]=[C:12]([CH3:42])[CH:11]=2)[CH:4]=1.C1(C)C=CC=CC=1, predict the reaction product. The product is: [F:43][CH:2]([F:1])[C:3]1[CH:8]=[CH:7][N:6]=[C:5]([NH:9][C:10]2[N:15]=[C:14]([C:16]3[CH:17]=[N:18][C:19]([C@@:22]([C@H:25]4[CH2:26][CH2:27][C@H:28]([C:31]([O:33][CH2:34][C@@H:35]([OH:36])[CH2:39][OH:38])=[O:32])[CH2:29][CH2:30]4)([OH:24])[CH3:23])=[CH:20][CH:21]=3)[CH:13]=[C:12]([CH3:42])[CH:11]=2)[CH:4]=1. (2) Given the reactants [F:1][C:2]1[CH:7]=[C:6]([NH2:8])[CH:5]=[CH:4][C:3]=1[N:9]([CH2:14][CH:15]([CH3:17])[CH3:16])[CH2:10][CH:11]([CH3:13])[CH3:12].C[Al](C)C.[NH:22](/[C:26](/[CH3:32])=[CH:27]\[C:28](OC)=[O:29])[C:23]([CH3:25])=O, predict the reaction product. The product is: [CH2:10]([N:9]([CH2:14][CH:15]([CH3:17])[CH3:16])[C:3]1[CH:4]=[CH:5][C:6]([N:8]2[C:28](=[O:29])[CH:27]=[C:26]([CH3:32])[N:22]=[C:23]2[CH3:25])=[CH:7][C:2]=1[F:1])[CH:11]([CH3:12])[CH3:13]. (3) Given the reactants [NH2:1][C:2]1[CH:3]=[C:4]([CH:9]=[CH:10][C:11]=1[C:12]1[CH:21]=[CH:20][C:19]2[C:14](=[CH:15][CH:16]=[C:17]([O:22][CH3:23])[CH:18]=2)[CH:13]=1)[C:5]([O:7][CH3:8])=[O:6].CCN(C(C)C)C(C)C.[CH2:33]([O:36][CH2:37][CH2:38]Br)[CH2:34]Br, predict the reaction product. The product is: [CH3:23][O:22][C:17]1[CH:18]=[C:19]2[C:14](=[CH:15][CH:16]=1)[CH:13]=[C:12]([C:11]1[CH:10]=[CH:9][C:4]([C:5]([O:7][CH3:8])=[O:6])=[CH:3][C:2]=1[N:1]1[CH2:38][CH2:37][O:36][CH2:33][CH2:34]1)[CH:21]=[CH:20]2. (4) Given the reactants [NH2:1][C:2]1[N:3]([CH3:24])[C:4](=[O:23])[C:5]2([C:15]3[C:10](=[CH:11][CH:12]=[C:13](Br)[CH:14]=3)[O:9][CH:8]([C:17]3[CH:22]=[CH:21][CH:20]=[CH:19][CH:18]=3)[CH2:7]2)[N:6]=1.[CH:25]([C:27]1[CH:28]=[C:29](B(O)O)[CH:30]=[CH:31][CH:32]=1)=[CH2:26], predict the reaction product. The product is: [NH2:1][C:2]1[N:3]([CH3:24])[C:4](=[O:23])[C:5]2([C:15]3[C:10](=[CH:11][CH:12]=[C:13]([C:31]4[CH:30]=[CH:29][CH:28]=[C:27]([CH:25]=[CH2:26])[CH:32]=4)[CH:14]=3)[O:9][CH:8]([C:17]3[CH:22]=[CH:21][CH:20]=[CH:19][CH:18]=3)[CH2:7]2)[N:6]=1. (5) The product is: [CH2:1]([C:3]1[CH:4]=[C:5]2[C:9](=[CH:10][C:11]=1[N+:12]([O-:14])=[O:13])[NH:8][CH2:7][CH2:6]2)[CH3:2]. Given the reactants [CH2:1]([C:3]1[CH:4]=[C:5]2[C:9](=[CH:10][CH:11]=1)[NH:8][CH2:7][CH2:6]2)[CH3:2].[N+:12]([O-])([O-:14])=[O:13].[K+].[OH-].[Na+], predict the reaction product. (6) The product is: [O:1]([CH2:2][CH2:3][O:4][C:5]1[C:6]([O:14][CH3:15])=[CH:7][C:8]([I:13])=[CH:9][C:10]=1[O:11][CH3:12])[Si:25]([C:21]([CH3:24])([CH3:23])[CH3:22])([CH3:27])[CH3:26]. Given the reactants [OH:1][CH2:2][CH2:3][O:4][C:5]1[C:10]([O:11][CH3:12])=[CH:9][C:8]([I:13])=[CH:7][C:6]=1[O:14][CH3:15].N1C=CN=C1.[C:21]([Si:25](Cl)([CH3:27])[CH3:26])([CH3:24])([CH3:23])[CH3:22].O, predict the reaction product. (7) Given the reactants [CH:1]1[C:10]2[C:5](=[CH:6][CH:7]=[CH:8][CH:9]=2)[CH:4]=[CH:3][C:2]=1[C:11]1[CH2:15][CH2:14][C:13](=[O:16])[CH:12]=1.[Cl-].[Cl-].[Cl-].[Ce+3].[BH4-].[Na+], predict the reaction product. The product is: [CH:1]1[C:10]2[C:5](=[CH:6][CH:7]=[CH:8][CH:9]=2)[CH:4]=[CH:3][C:2]=1[C:11]1[CH2:15][CH2:14][CH:13]([OH:16])[CH:12]=1.